From a dataset of Full USPTO retrosynthesis dataset with 1.9M reactions from patents (1976-2016). Predict the reactants needed to synthesize the given product. (1) The reactants are: [CH3:1][C:2]1[CH:7]=[C:6]([N:8]2[CH2:12][CH2:11][C@H:10]([CH2:13][N:14]3[CH2:18][CH2:17][CH2:16][C@@H:15]3[CH3:19])[CH2:9]2)[CH:5]=[CH:4][C:3]=1[NH2:20].[F:21][C:22]1[CH:23]=[CH:24][C:25]([CH3:31])=[C:26]([CH:30]=1)[C:27](Cl)=[O:28].CO.NCCNCCN. Given the product [F:21][C:22]1[CH:23]=[CH:24][C:25]([CH3:31])=[C:26]([CH:30]=1)[C:27]([NH:20][C:3]1[CH:4]=[CH:5][C:6]([N:8]2[CH2:12][CH2:11][C@H:10]([CH2:13][N:14]3[CH2:18][CH2:17][CH2:16][C@@H:15]3[CH3:19])[CH2:9]2)=[CH:7][C:2]=1[CH3:1])=[O:28], predict the reactants needed to synthesize it. (2) Given the product [F:13][CH2:12][C:3]1[CH:4]=[CH:5][CH:6]=[C:7]([S:8]([CH3:11])(=[O:10])=[O:9])[C:2]=1[O:32][C:29]1[CH:30]=[C:31]2[C:26](=[CH:27][CH:28]=1)[N:25]=[CH:24][N:23]=[C:22]2[NH:14][C:15]1[CH:19]=[CH:18][N:17]([CH3:20])[N:16]=1, predict the reactants needed to synthesize it. The reactants are: F[C:2]1[C:7]([S:8]([CH3:11])(=[O:10])=[O:9])=[CH:6][CH:5]=[CH:4][C:3]=1[CH2:12][F:13].[NH2:14][C:15]1[CH:19]=[CH:18][N:17]([CH3:20])[N:16]=1.Cl[C:22]1[C:31]2[C:26](=[CH:27][CH:28]=[C:29]([OH:32])[CH:30]=2)[N:25]=[CH:24][N:23]=1. (3) Given the product [CH3:11][N:7]1[C:8]2[C:4](=[CH:3][C:2]([N:12]3[CH2:17][CH2:16][CH2:15][NH:14][C:13]3=[O:18])=[CH:10][CH:9]=2)[CH:5]=[N:6]1, predict the reactants needed to synthesize it. The reactants are: Br[C:2]1[CH:3]=[C:4]2[C:8](=[CH:9][CH:10]=1)[N:7]([CH3:11])[N:6]=[CH:5]2.[NH:12]1[CH2:17][CH2:16][CH2:15][NH:14][C:13]1=[O:18].C1(P(C2C=CC=CC=2)C2C3OC4C(=CC=CC=4P(C4C=CC=CC=4)C4C=CC=CC=4)C(C)(C)C=3C=CC=2)C=CC=CC=1.C(=O)([O-])[O-].[Cs+].[Cs+]. (4) Given the product [CH3:7][C:9]1[C:17]2[C:12](=[C:13]([NH:18][S:31]([C:28]3[CH:27]=[CH:26][C:25]([S:22]([CH3:21])(=[O:24])=[O:23])=[CH:30][CH:29]=3)(=[O:33])=[O:32])[CH:14]=[CH:15][CH:16]=2)[NH:11][CH:10]=1, predict the reactants needed to synthesize it. The reactants are: [BH4-].[Na+].CC(O)C.[CH:7]([C:9]1[C:17]2[C:12](=[C:13]([N+:18]([O-])=O)[CH:14]=[CH:15][CH:16]=2)[NH:11][CH:10]=1)=O.[CH3:21][S:22]([C:25]1[CH:30]=[CH:29][C:28]([S:31](Cl)(=[O:33])=[O:32])=[CH:27][CH:26]=1)(=[O:24])=[O:23]. (5) Given the product [F:36][C:37]1[CH:38]=[C:39]([CH:42]=[C:43]([F:45])[CH:44]=1)[CH2:40][NH:41][C:18]([C:10]1[C:11]2[C:16](=[CH:15][CH:14]=[C:13]([OH:17])[CH:12]=2)[N:8]([CH2:1][C:2]2[CH:7]=[CH:6][CH:5]=[CH:4][CH:3]=2)[C:9]=1[CH3:21])=[O:20], predict the reactants needed to synthesize it. The reactants are: [CH2:1]([N:8]1[C:16]2[C:11](=[CH:12][C:13]([OH:17])=[CH:14][CH:15]=2)[C:10]([C:18]([OH:20])=O)=[C:9]1[CH3:21])[C:2]1[CH:7]=[CH:6][CH:5]=[CH:4][CH:3]=1.C(Cl)CCl.C1C=CC2N(O)N=NC=2C=1.[F:36][C:37]1[CH:38]=[C:39]([CH:42]=[C:43]([F:45])[CH:44]=1)[CH2:40][NH2:41]. (6) Given the product [CH3:1][C:2]1[CH:3]=[C:4]2[C:5](=[CH:10][C:11]=1[CH3:12])[C:6](=[O:8])[N:14]([C:15]1[CH:20]=[CH:19][CH:18]=[C:17]([F:21])[CH:16]=1)[CH:13]2[C:22]#[N:23], predict the reactants needed to synthesize it. The reactants are: [CH3:1][C:2]1[C:11]([CH3:12])=[CH:10][C:5]([C:6]([O:8]C)=O)=[C:4]([CH:13]=[N:14][C:15]2[CH:20]=[CH:19][CH:18]=[C:17]([F:21])[CH:16]=2)[CH:3]=1.[C:22]([Si](C)(C)C)#[N:23]. (7) Given the product [CH3:19][C@H:20]1[CH2:25][O:24][CH2:23][CH2:22][N:21]1[C:26]1[N:27]=[C:28]([C:38]2[CH:39]=[CH:40][C:41]([NH:44][C:45](=[O:46])[NH:47][C:48]3[CH:49]=[CH:50][CH:51]=[CH:52][CH:53]=3)=[CH:42][CH:43]=2)[N:29]=[C:30]([CH2:32][S:7][CH2:6][CH2:5][NH:4][C:1](=[O:3])[CH3:2])[CH:31]=1, predict the reactants needed to synthesize it. The reactants are: [C:1]([NH:4][CH2:5][CH2:6][SH:7])(=[O:3])[CH3:2].C1CCN2C(=NCCC2)CC1.[CH3:19][C@H:20]1[CH2:25][O:24][CH2:23][CH2:22][N:21]1[C:26]1[CH:31]=[C:30]([CH2:32]OS(C)(=O)=O)[N:29]=[C:28]([C:38]2[CH:43]=[CH:42][C:41]([NH:44][C:45]([NH:47][C:48]3[CH:53]=[CH:52][CH:51]=[CH:50][CH:49]=3)=[O:46])=[CH:40][CH:39]=2)[N:27]=1.